Dataset: Forward reaction prediction with 1.9M reactions from USPTO patents (1976-2016). Task: Predict the product of the given reaction. Given the reactants [F:1][CH:2]([F:23])[O:3][C:4]1[C:5]([OH:22])=[C:6]([C:12]2[CH:20]=[CH:19][CH:18]=[C:17]3[C:13]=2[CH2:14][CH2:15][C:16]3=[O:21])[CH:7]=[CH:8][C:9]=1[O:10][CH3:11].C(=O)([O-])[O-].[K+].[K+].Br[CH2:31][C:32]1[CH:37]=[CH:36][C:35]([S:38]([NH2:41])(=[O:40])=[O:39])=[CH:34][CH:33]=1, predict the reaction product. The product is: [F:1][CH:2]([F:23])[O:3][C:4]1[C:9]([O:10][CH3:11])=[CH:8][CH:7]=[C:6]([C:12]2[CH:20]=[CH:19][CH:18]=[C:17]3[C:13]=2[CH2:14][CH2:15][C:16]3=[O:21])[C:5]=1[O:22][CH2:31][C:32]1[CH:33]=[CH:34][C:35]([S:38]([NH2:41])(=[O:40])=[O:39])=[CH:36][CH:37]=1.